This data is from Forward reaction prediction with 1.9M reactions from USPTO patents (1976-2016). The task is: Predict the product of the given reaction. Given the reactants [Cl:1][C:2]1[C:3]2[C@H:10]([CH3:11])[CH2:9][CH2:8][C:4]=2[N:5]=[CH:6][N:7]=1.C1C=C(Cl)C=C(C(OO)=[O:20])C=1.[O-]S([O-])=O.[Na+].[Na+].C([O-])([O-])=O.[Na+].[Na+], predict the reaction product. The product is: [Cl:1][C:2]1[N:7]=[CH:6][N+:5]([O-:20])=[C:4]2[CH2:8][CH2:9][C@@H:10]([CH3:11])[C:3]=12.